From a dataset of Reaction yield outcomes from USPTO patents with 853,638 reactions. Predict the reaction yield, written as a fraction of the theoretical maximum amount of product (1.0 means a 100% yield; for example, 0.34 means a 34% yield). (1) The reactants are Cl[C:2]1[CH:3]=[C:4]([N:11]2[CH2:16][CH2:15][O:14][CH2:13][CH2:12]2)[C:5]2[N:6]([CH:8]=[CH:9][N:10]=2)[N:7]=1.[CH3:17][C:18]1[CH:24]=[CH:23][C:21]([NH2:22])=[CH:20][C:19]=1B1OC(C)(C)C(C)(C)O1.C([O-])([O-])=O.[Na+].[Na+].C(Cl)Cl. The catalyst is COCCOC. The product is [CH3:17][C:18]1[CH:24]=[CH:23][C:21]([NH2:22])=[CH:20][C:19]=1[C:2]1[CH:3]=[C:4]([N:11]2[CH2:16][CH2:15][O:14][CH2:13][CH2:12]2)[C:5]2[N:6]([CH:8]=[CH:9][N:10]=2)[N:7]=1. The yield is 0.600. (2) The reactants are FC(F)(F)C1C=C(NC(=O)NC2C=CC(C3SC(CCC(OC)=O)=NC=3)=CC=2)C=CC=1.[CH3:32][C:33]1[N:37]=[C:36]([CH2:38][CH:39]2[CH2:44][CH2:43][CH:42]([C:45]3[S:46][C:47]([C:50]4[CH:56]=[CH:55][C:53]([NH2:54])=[CH:52][CH:51]=4)=[CH:48][N:49]=3)[CH2:41][CH2:40]2)[O:35][N:34]=1.[F:57][C:58]1[CH:63]=[CH:62][CH:61]=[CH:60][C:59]=1[N:64]=[C:65]=[O:66]. No catalyst specified. The product is [F:57][C:58]1[CH:63]=[CH:62][CH:61]=[CH:60][C:59]=1[NH:64][C:65]([NH:54][C:53]1[CH:52]=[CH:51][C:50]([C:47]2[S:46][C:45]([CH:42]3[CH2:43][CH2:44][CH:39]([CH2:38][C:36]4[O:35][N:34]=[C:33]([CH3:32])[N:37]=4)[CH2:40][CH2:41]3)=[N:49][CH:48]=2)=[CH:56][CH:55]=1)=[O:66]. The yield is 0.810. (3) The product is [Br:14][C:11]1[CH:12]=[CH:13][C:8]([NH:7][C:5](=[O:6])[C:4]2[CH:15]=[CH:16][C:17]([O:18][C:19]3[CH:24]=[CH:23][C:22]([OH:25])=[CH:21][CH:20]=3)=[C:2]([NH:1][C:39]3[C:28]4[CH:33]=[CH:32][C:31]([CH3:34])=[N:30][C:29]=4[N:35]=[CH:36][N:37]=3)[CH:3]=2)=[CH:9][CH:10]=1. The yield is 0.490. The reactants are [NH2:1][C:2]1[CH:3]=[C:4]([CH:15]=[CH:16][C:17]=1[O:18][C:19]1[CH:24]=[CH:23][C:22]([OH:25])=[CH:21][CH:20]=1)[C:5]([NH:7][C:8]1[CH:13]=[CH:12][C:11]([Br:14])=[CH:10][CH:9]=1)=[O:6].C([C:28]1[C:29]([N:35]=[CH:36][N:37]([CH3:39])C)=[N:30][C:31]([CH3:34])=[CH:32][CH:33]=1)#N. No catalyst specified. (4) The reactants are [F:1][C:2]1[CH:10]=[C:9]2[C:5]([C:6]([C:18]([NH2:20])=[O:19])=[N:7][N:8]2[C:11]2[CH:16]=[C:15](I)[CH:14]=[CH:13][N:12]=2)=[CH:4][CH:3]=1.[C:21]([C@@:23]1([OH:32])[C:27]2=[N:28][CH:29]=[CH:30][CH:31]=[C:26]2[CH2:25][CH2:24]1)#[CH:22]. The yield is 0.630. The product is [F:1][C:2]1[CH:10]=[C:9]2[C:5]([C:6]([C:18]([NH2:20])=[O:19])=[N:7][N:8]2[C:11]2[CH:16]=[C:15]([C:22]#[C:21][C@@:23]3([OH:32])[C:27]4=[N:28][CH:29]=[CH:30][CH:31]=[C:26]4[CH2:25][CH2:24]3)[CH:14]=[CH:13][N:12]=2)=[CH:4][CH:3]=1. No catalyst specified. (5) The reactants are [CH2:1]([N:8]1[CH2:12][CH:11]([C:13]2[CH:18]=[CH:17][CH:16]=[C:15]([Cl:19])[CH:14]=2)[CH:10]([NH2:20])[CH2:9]1)[C:2]1[CH:7]=[CH:6][CH:5]=[CH:4][CH:3]=1.[C:21]([O-])([O-])=O.[K+].[K+].ClC(OCC)=O.B. The catalyst is C1COCC1.O. The product is [CH2:1]([N:8]1[CH2:12][CH:11]([C:13]2[CH:18]=[CH:17][CH:16]=[C:15]([Cl:19])[CH:14]=2)[CH:10]([NH:20][CH3:21])[CH2:9]1)[C:2]1[CH:7]=[CH:6][CH:5]=[CH:4][CH:3]=1. The yield is 0.570. (6) The reactants are Cl[C:2]1[CH:7]=[C:6]([Cl:8])[N:5]=[CH:4][N:3]=1.[NH:9]1[CH:13]=[N:12][CH:11]=[N:10]1.C(=O)([O-])[O-].[Cs+].[Cs+]. The catalyst is CN(C=O)C.O. The product is [Cl:8][C:6]1[CH:7]=[C:2]([N:9]2[CH:13]=[N:12][CH:11]=[N:10]2)[N:3]=[CH:4][N:5]=1. The yield is 0.380. (7) The yield is 0.630. The reactants are Cl[C:2]1[C:10]2[C:6](=[N:7][N:8]([CH2:11][C:12]([NH:16][C:17](=[O:29])[C:18]3[CH:23]=[CH:22][C:21]([O:24][C:25]([F:28])([F:27])[F:26])=[CH:20][CH:19]=3)([C:14]#[N:15])[CH3:13])[N:9]=2)[CH:5]=[C:4]([C:30]([F:33])([F:32])[F:31])[CH:3]=1.C(P(C(C)(C)C)C1C=CC2C(=CC=CC=2)C=1C1C2C(=CC=CC=2)C=CC=1)(C)(C)C.C[C:64]([N:66](C)C)=O. The product is [C:14]([C:12]([NH:16][C:17](=[O:29])[C:18]1[CH:23]=[CH:22][C:21]([O:24][C:25]([F:28])([F:27])[F:26])=[CH:20][CH:19]=1)([CH3:13])[CH2:11][N:8]1[N:7]=[C:6]2[CH:5]=[C:4]([C:30]([F:31])([F:32])[F:33])[CH:3]=[C:2]([C:64]#[N:66])[C:10]2=[N:9]1)#[N:15]. The catalyst is [C-]#N.[Zn+2].[C-]#N.[Zn].FC(F)(F)C([O-])=O.[Pd+2].FC(F)(F)C([O-])=O.